From a dataset of Retrosynthesis with 50K atom-mapped reactions and 10 reaction types from USPTO. Predict the reactants needed to synthesize the given product. (1) Given the product COc1cncc(C#N)c1, predict the reactants needed to synthesize it. The reactants are: COc1cncc(Br)c1.[C-]#N. (2) Given the product O=C(Cn1cncn1)c1ccc(Oc2ccc(Cl)cc2)cc1C(F)(F)F, predict the reactants needed to synthesize it. The reactants are: O=C(CBr)c1ccc(Oc2ccc(Cl)cc2)cc1C(F)(F)F.c1nc[nH]n1. (3) Given the product CC(=O)NCc1cccc(CN)c1, predict the reactants needed to synthesize it. The reactants are: CC(=O)NCc1cccc(CNC(=O)OC(C)(C)C)c1. (4) Given the product CC(O)C#Cc1ccc(Cl)cc1, predict the reactants needed to synthesize it. The reactants are: C#CC(C)O.Clc1ccc(I)cc1. (5) Given the product Cc1ccc(-c2ncccn2)c(C(=O)N2CCC[C@@H](C)[C@H]2CNc2nc3cc(F)ccc3o2)c1, predict the reactants needed to synthesize it. The reactants are: Cc1ccc(-c2ncccn2)c(C(=O)N2CCC[C@@H](C)[C@H]2CN)c1.Fc1ccc2oc(Cl)nc2c1. (6) Given the product Cc1cccc(C2(C#N)CC=CC2)c1, predict the reactants needed to synthesize it. The reactants are: C=CCC(C#N)(CC=C)c1cccc(C)c1.